Dataset: Full USPTO retrosynthesis dataset with 1.9M reactions from patents (1976-2016). Task: Predict the reactants needed to synthesize the given product. (1) The reactants are: [NH2:1][C:2]1[CH:9]=[CH:8][C:7](Br)=[CH:6][C:3]=1[C:4]#[N:5].[Cl:11][C:12]1[CH:17]=[CH:16][C:15](B(O)O)=[CH:14][CH:13]=1.C(=O)([O-])[O-].[K+].[K+].C(COC)OC. Given the product [NH2:1][C:2]1[CH:9]=[CH:8][C:7]([C:15]2[CH:16]=[CH:17][C:12]([Cl:11])=[CH:13][CH:14]=2)=[CH:6][C:3]=1[C:4]#[N:5], predict the reactants needed to synthesize it. (2) Given the product [CH2:15]([O:14][C:12](=[O:13])[CH2:11][N:6]1[CH2:7][CH2:8][C:3]([F:9])([F:2])[CH2:4][CH2:5]1)[CH3:16], predict the reactants needed to synthesize it. The reactants are: Cl.[F:2][C:3]1([F:9])[CH2:8][CH2:7][NH:6][CH2:5][CH2:4]1.Br[CH2:11][C:12]([O:14][CH2:15][CH3:16])=[O:13]. (3) The reactants are: C([O:3][C:4]([C:6]1[CH:26]=[CH:25][C:9]2[N:10]=[C:11]([NH:14][C:15]3[S:16][C:17]4[CH:23]=[C:22]([Cl:24])[CH:21]=[CH:20][C:18]=4[N:19]=3)[N:12]([CH3:13])[C:8]=2[CH:7]=1)=[O:5])C.[OH-].[Na+]. Given the product [Cl:24][C:22]1[CH:21]=[CH:20][C:18]2[N:19]=[C:15]([NH:14][C:11]3[N:12]([CH3:13])[C:8]4[CH:7]=[C:6]([C:4]([OH:5])=[O:3])[CH:26]=[CH:25][C:9]=4[N:10]=3)[S:16][C:17]=2[CH:23]=1, predict the reactants needed to synthesize it. (4) Given the product [N:13]1[CH:14]=[CH:15][CH:16]=[CH:17][C:12]=1[CH2:8][CH2:7][CH2:6][C:5]([O:4][CH2:2][CH3:3])=[O:10], predict the reactants needed to synthesize it. The reactants are: [Br-].[CH2:2]([O:4][C:5](=[O:10])[CH2:6][CH2:7][CH2:8][Zn+])[CH3:3].Br[C:12]1[CH:17]=[CH:16][CH:15]=[CH:14][N:13]=1.O.Cl.